This data is from NCI-60 drug combinations with 297,098 pairs across 59 cell lines. The task is: Regression. Given two drug SMILES strings and cell line genomic features, predict the synergy score measuring deviation from expected non-interaction effect. (1) Drug 1: CC1=C(C(=O)C2=C(C1=O)N3CC4C(C3(C2COC(=O)N)OC)N4)N. Drug 2: C1C(C(OC1N2C=NC(=NC2=O)N)CO)O. Cell line: SK-OV-3. Synergy scores: CSS=19.3, Synergy_ZIP=-4.34, Synergy_Bliss=5.99, Synergy_Loewe=-4.90, Synergy_HSA=1.80. (2) Drug 1: CN1C(=O)N2C=NC(=C2N=N1)C(=O)N. Drug 2: CC1=C(C(=CC=C1)Cl)NC(=O)C2=CN=C(S2)NC3=CC(=NC(=N3)C)N4CCN(CC4)CCO. Cell line: A498. Synergy scores: CSS=-1.14, Synergy_ZIP=1.58, Synergy_Bliss=1.69, Synergy_Loewe=-12.2, Synergy_HSA=-3.99. (3) Drug 1: CC12CCC3C(C1CCC2O)C(CC4=C3C=CC(=C4)O)CCCCCCCCCS(=O)CCCC(C(F)(F)F)(F)F. Drug 2: CC(C)NC(=O)C1=CC=C(C=C1)CNNC.Cl. Cell line: MDA-MB-435. Synergy scores: CSS=-2.47, Synergy_ZIP=1.73, Synergy_Bliss=-0.304, Synergy_Loewe=-1.78, Synergy_HSA=-4.19. (4) Drug 1: C1CCC(C1)C(CC#N)N2C=C(C=N2)C3=C4C=CNC4=NC=N3. Drug 2: C(CC(=O)O)C(=O)CN.Cl. Cell line: NCI-H226. Synergy scores: CSS=5.26, Synergy_ZIP=-1.91, Synergy_Bliss=-3.10, Synergy_Loewe=-3.70, Synergy_HSA=-2.90. (5) Drug 1: CNC(=O)C1=CC=CC=C1SC2=CC3=C(C=C2)C(=NN3)C=CC4=CC=CC=N4. Drug 2: C1C(C(OC1N2C=NC3=C2NC=NCC3O)CO)O. Cell line: HCC-2998. Synergy scores: CSS=3.92, Synergy_ZIP=0.666, Synergy_Bliss=2.02, Synergy_Loewe=-2.62, Synergy_HSA=0.851. (6) Drug 1: CN1C2=C(C=C(C=C2)N(CCCl)CCCl)N=C1CCCC(=O)O.Cl. Drug 2: CC1C(C(CC(O1)OC2CC(CC3=C2C(=C4C(=C3O)C(=O)C5=C(C4=O)C(=CC=C5)OC)O)(C(=O)CO)O)N)O.Cl. Cell line: HOP-92. Synergy scores: CSS=41.6, Synergy_ZIP=-7.67, Synergy_Bliss=-5.33, Synergy_Loewe=-27.6, Synergy_HSA=-1.38. (7) Drug 1: C1=C(C(=O)NC(=O)N1)F. Drug 2: CC1=C(C(=CC=C1)Cl)NC(=O)C2=CN=C(S2)NC3=CC(=NC(=N3)C)N4CCN(CC4)CCO. Cell line: OVCAR-8. Synergy scores: CSS=31.8, Synergy_ZIP=-2.19, Synergy_Bliss=-2.12, Synergy_Loewe=-1.60, Synergy_HSA=0.141.